Predict the product of the given reaction. From a dataset of Forward reaction prediction with 1.9M reactions from USPTO patents (1976-2016). (1) Given the reactants [CH:1]1[C:10]2[CH2:9][CH2:8][C:7]3[CH:11]=[CH:12][CH:13]=[CH:14][C:6]=3[C:5](=O)[C:4]=2[S:3][CH:2]=1.[Cl:16][C:17]1[CH:25]=[C:24]([Cl:26])[CH:23]=[CH:22][C:18]=1[CH2:19][Mg]Cl, predict the reaction product. The product is: [Cl:16][C:17]1[CH:25]=[C:24]([Cl:26])[CH:23]=[CH:22][C:18]=1[CH:19]=[C:5]1[C:6]2[CH:14]=[CH:13][CH:12]=[CH:11][C:7]=2[CH2:8][CH2:9][C:10]2[CH:1]=[CH:2][S:3][C:4]1=2. (2) The product is: [C:32]([C:31]1([NH:34][C:17]([C@@H:15]2[CH2:16][C@@H:12]([S:9]([C:3]3[CH:4]=[CH:5][C:6]([F:8])=[CH:7][C:2]=3[Cl:1])(=[O:11])=[O:10])[CH2:13][C@H:14]2[C:20]([N:22]2[CH2:26][CH2:25][C:24]([F:28])([F:27])[CH2:23]2)=[O:21])=[O:18])[CH2:29][CH2:30]1)#[N:33]. Given the reactants [Cl:1][C:2]1[CH:7]=[C:6]([F:8])[CH:5]=[CH:4][C:3]=1[S:9]([C@@H:12]1[CH2:16][C@@H:15]([C:17](O)=[O:18])[C@H:14]([C:20]([N:22]2[CH2:26][CH2:25][C:24]([F:28])([F:27])[CH2:23]2)=[O:21])[CH2:13]1)(=[O:11])=[O:10].[CH2:29]1[C:31]([NH2:34])([C:32]#[N:33])[CH2:30]1.Cl, predict the reaction product. (3) The product is: [CH3:24][C:22]1[N:23]=[C:18]([NH:13][C:10]2[S:9][C:8]([CH2:7][N:1]3[CH2:6][CH2:5][O:4][CH2:3][CH2:2]3)=[N:12][CH:11]=2)[C:19]2[N:20]([C:25]([C:28]3[CH:29]=[N:30][NH:31][CH:32]=3)=[CH:26][N:27]=2)[CH:21]=1. Given the reactants [N:1]1([CH2:7][C:8]2[S:9][C:10]([NH2:13])=[CH:11][N:12]=2)[CH2:6][CH2:5][O:4][CH2:3][CH2:2]1.CS([C:18]1[C:19]2[N:20]([C:25]([C:28]3[CH:29]=[N:30][NH:31][CH:32]=3)=[CH:26][N:27]=2)[CH:21]=[C:22]([CH3:24])[N:23]=1)(=O)=O.[H-].[Na+], predict the reaction product. (4) Given the reactants [OH:1][C:2]1[CH:7]=[CH:6][C:5]([CH:8]2[CH2:13][CH2:12][C:11](=[O:14])[CH2:10][CH2:9]2)=[CH:4][CH:3]=1.C([O-])([O-])=O.[K+].[K+].I[CH2:22][CH3:23], predict the reaction product. The product is: [CH2:22]([O:1][C:2]1[CH:3]=[CH:4][C:5]([CH:8]2[CH2:9][CH2:10][C:11](=[O:14])[CH2:12][CH2:13]2)=[CH:6][CH:7]=1)[CH3:23]. (5) Given the reactants C(C1[CH:4]=[C:5]2[C:13](=CC=1)[N:12]([CH2:16][C:17]1[CH:22]=[CH:21][CH:20]=[C:19]([F:23])[CH:18]=1)[C:11]1[CH2:10][CH2:9][C@@H:8]([NH:24][C:25](=[O:29])[CH:26]([CH3:28])[CH3:27])[CH2:7][C:6]2=1)#N.[CH3:30][Mg]Br.[O:33]1[CH2:37][CH2:36][CH2:35][CH2:34]1, predict the reaction product. The product is: [C:37]([C:36]1[CH:35]=[C:34]2[C:13](=[CH:5][CH:4]=1)[N:12]([CH2:16][C:17]1[CH:22]=[CH:21][CH:20]=[C:19]([F:23])[CH:18]=1)[C:11]1[CH2:10][CH2:9][C@@H:8]([NH:24][C:25](=[O:29])[CH:26]([CH3:28])[CH3:27])[CH2:7][C:6]2=1)(=[O:33])[CH3:30]. (6) Given the reactants [N:1]1[CH:6]=[CH:5][N:4]=[CH:3][C:2]=1C(O)=O.C1C=CC(P(N=[N+]=[N-])(C2C=CC=CC=2)=[O:17])=CC=1.C([N:29]([CH2:32]C)CC)C.[Cl:34][C:35]1[CH:36]=[CH:37][C:38]2[N:44]3[CH2:45][C@@H:41]([CH2:42][CH2:43]3)[NH:40][C:39]=2[N:46]=1, predict the reaction product. The product is: [Cl:34][C:35]1[CH:36]=[CH:37][C:38]2[N:44]3[CH2:45][C@@H:41]([CH2:42][CH2:43]3)[N:40]([C:32]([NH:29][C:2]3[CH:3]=[N:4][CH:5]=[CH:6][N:1]=3)=[O:17])[C:39]=2[N:46]=1. (7) Given the reactants CC1[NH:3][C:4]([C:8]2[CH:9]=[C:10]([CH:15]=[CH:16][C:17]=2[CH3:18])[C:11]([O:13][CH3:14])=[O:12])=[C:5]([CH3:7])N=1.IC1N[N:23]=[C:22](C)[C:21]=1C.IC1NC(C)=NC=1C, predict the reaction product. The product is: [CH3:21][C:22]1[C:5]([CH3:7])=[C:4]([C:8]2[CH:9]=[C:10]([CH:15]=[CH:16][C:17]=2[CH3:18])[C:11]([O:13][CH3:14])=[O:12])[NH:3][N:23]=1. (8) Given the reactants [S:1]1[C:5]2[CH:6]=[CH:7][CH:8]=[CH:9][C:4]=2[C:3]([N:10]2[CH2:15][CH2:14][N+:13]3([CH2:23][C@H:22]4[C@@H:17]([CH2:18][CH2:19][CH2:20][CH2:21]4)[CH2:16]3)[CH:12](CS([O-])(=O)=O)[CH2:11]2)=[N:2]1.[C:29]1(=[O:40])[C@@H:37]2[C@@H:32]([C@@H:33]3[CH2:38][C@H:36]2[CH2:35][CH2:34]3)[C:31](=[O:39])[NH:30]1.C(=O)([O-])[O-].[K+].[K+], predict the reaction product. The product is: [CH:8]1[CH:7]=[CH:6][C:5]2[S:1][N:2]=[C:3]([N:10]3[CH2:11][CH2:12][N:13]([CH2:16][C@H:17]4[C@H:22]([CH2:23][N:30]5[C:31](=[O:39])[C@H:32]6[C@H:37]([C@H:36]7[CH2:38][C@@H:33]6[CH2:34][CH2:35]7)[C:29]5=[O:40])[CH2:21][CH2:20][CH2:19][CH2:18]4)[CH2:14][CH2:15]3)[C:4]=2[CH:9]=1. (9) The product is: [CH3:1][O:2][C:3]1[CH:10]=[C:9]([O:11][CH3:12])[CH:8]=[CH:7][C:4]=1[CH2:5][NH:6][C:21]1[N:28]=[CH:27][CH:26]=[CH:25][C:22]=1[C:23]#[N:24]. Given the reactants [CH3:1][O:2][C:3]1[CH:10]=[C:9]([O:11][CH3:12])[CH:8]=[CH:7][C:4]=1[CH2:5][NH2:6].C(N(CC)CC)C.Cl[C:21]1[N:28]=[CH:27][CH:26]=[CH:25][C:22]=1[C:23]#[N:24], predict the reaction product. (10) Given the reactants [Br:1][C:2]1[CH:3]=[C:4](Br)[C:5]2[O:9][CH2:8][CH2:7][C:6]=2[CH:10]=1.C([Li])CCC.CN(C)[CH:19]=[O:20].[Cl-].[NH4+], predict the reaction product. The product is: [Br:1][C:2]1[CH:3]=[C:4]([CH:19]=[O:20])[C:5]2[O:9][CH2:8][CH2:7][C:6]=2[CH:10]=1.